This data is from Peptide-MHC class II binding affinity with 134,281 pairs from IEDB. The task is: Regression. Given a peptide amino acid sequence and an MHC pseudo amino acid sequence, predict their binding affinity value. This is MHC class II binding data. (1) The peptide sequence is DIYISRRLLGTFTWT. The MHC is H-2-IAb with pseudo-sequence H-2-IAb. The binding affinity (normalized) is 0.0597. (2) The peptide sequence is AQNGVQAMSSLGSSL. The MHC is DRB5_0101 with pseudo-sequence DRB5_0101. The binding affinity (normalized) is 0.286. (3) The peptide sequence is VPEKYTIGATYAPEE. The MHC is HLA-DPA10201-DPB10101 with pseudo-sequence HLA-DPA10201-DPB10101. The binding affinity (normalized) is 0.291. (4) The peptide sequence is AEHQAIISDVLTASD. The MHC is HLA-DPA10103-DPB10301 with pseudo-sequence HLA-DPA10103-DPB10301. The binding affinity (normalized) is 0.492. (5) The peptide sequence is GELQIVDKDDAAFKI. The MHC is DRB1_0404 with pseudo-sequence DRB1_0404. The binding affinity (normalized) is 0.404. (6) The peptide sequence is YDKFLAIVSTVLTGK. The MHC is DRB1_0802 with pseudo-sequence DRB1_0802. The binding affinity (normalized) is 0.799. (7) The peptide sequence is QAAVVRFQEAANKQK. The MHC is HLA-DPA10201-DPB11401 with pseudo-sequence HLA-DPA10201-DPB11401. The binding affinity (normalized) is 0.301. (8) The peptide sequence is PDYKYLMDEEVPA. The MHC is HLA-DPA10201-DPB10101 with pseudo-sequence HLA-DPA10201-DPB10101. The binding affinity (normalized) is 0.310.